Dataset: Full USPTO retrosynthesis dataset with 1.9M reactions from patents (1976-2016). Task: Predict the reactants needed to synthesize the given product. (1) The reactants are: [CH3:1][O:2][CH:3]1[CH2:7][CH2:6][N:5]([C:8]2[CH:13]=[CH:12][C:11]([N+:14]([O-])=O)=[CH:10][N:9]=2)[CH2:4]1. Given the product [CH3:1][O:2][CH:3]1[CH2:7][CH2:6][N:5]([C:8]2[N:9]=[CH:10][C:11]([NH2:14])=[CH:12][CH:13]=2)[CH2:4]1, predict the reactants needed to synthesize it. (2) Given the product [C:1]1([C:58]2[CH:59]=[CH:60][CH:61]=[CH:62][CH:63]=2)[CH:2]=[CH:3][C:4]([N:7]([C:8]2[CH:9]=[CH:10][C:11]([C:14]3[CH:15]=[C:16]4[C:24](=[CH:25][CH:26]=3)[NH:23][C:22]3[CH:21]=[C:20]5[C:34]([CH3:41])([CH3:42])[C:35]6[C:40]([C:19]5=[CH:18][C:17]4=3)=[CH:39][CH:38]=[CH:37][CH:36]=6)=[CH:12][CH:13]=2)[C:43]2[CH:55]=[CH:54][C:53]3[C:52]4[C:47](=[CH:48][CH:49]=[CH:50][CH:51]=4)[C:46]([CH3:56])([CH3:57])[C:45]=3[CH:44]=2)=[CH:5][CH:6]=1, predict the reactants needed to synthesize it. The reactants are: [C:1]1([C:58]2[CH:63]=[CH:62][CH:61]=[CH:60][CH:59]=2)[CH:6]=[CH:5][C:4]([N:7]([C:43]2[CH:55]=[CH:54][C:53]3[C:52]4[C:47](=[CH:48][CH:49]=[CH:50][CH:51]=4)[C:46]([CH3:57])([CH3:56])[C:45]=3[CH:44]=2)[C:8]2[CH:13]=[CH:12][C:11]([C:14]3[CH:15]=[C:16]4[C:24](=[CH:25][CH:26]=3)[N:23](C(OC(C)(C)C)=O)[C:22]3[CH:21]=[C:20]5[C:34]([CH3:42])([CH3:41])[C:35]6[C:40]([C:19]5=[CH:18][C:17]4=3)=[CH:39][CH:38]=[CH:37][CH:36]=6)=[CH:10][CH:9]=2)=[CH:3][CH:2]=1.C1(OC)C=CC=CC=1.FC(F)(F)C(O)=O.[OH-].[Na+].